Dataset: Full USPTO retrosynthesis dataset with 1.9M reactions from patents (1976-2016). Task: Predict the reactants needed to synthesize the given product. Given the product [CH:15]1[C:14]2[CH:13]([CH2:12][O:11][C:9]([N:7]3[C@H:6]([CH3:26])[CH2:5][CH2:4][C@@H:3]([C:2]([OH:38])=[O:1])[CH2:8]3)=[O:10])[C:25]3[C:20](=[CH:21][CH:22]=[CH:23][CH:24]=3)[C:19]=2[CH:18]=[CH:17][CH:16]=1, predict the reactants needed to synthesize it. The reactants are: [OH:1][CH2:2][C@H:3]1[CH2:8][N:7]([C:9]([O:11][CH2:12][CH:13]2[C:25]3[CH:24]=[CH:23][CH:22]=[CH:21][C:20]=3[C:19]3[C:14]2=[CH:15][CH:16]=[CH:17][CH:18]=3)=[O:10])[C@H:6]([CH3:26])[CH2:5][CH2:4]1.CC1(C)N([O])C(C)(C)CCC1.[O-:38]Cl=O.[Na+].